Predict the reactants needed to synthesize the given product. From a dataset of Full USPTO retrosynthesis dataset with 1.9M reactions from patents (1976-2016). (1) Given the product [Cl:12][C:10]1[CH:11]=[C:2]([NH:1][C@H:18]2[C@H:14]([OH:19])[CH2:15][O:16][CH2:17]2)[C:3]([CH3:13])=[C:4]([CH:9]=1)[C:5]([O:7][CH3:8])=[O:6], predict the reactants needed to synthesize it. The reactants are: [NH2:1][C:2]1[C:3]([CH3:13])=[C:4]([CH:9]=[C:10]([Cl:12])[CH:11]=1)[C:5]([O:7][CH3:8])=[O:6].[C@@H:14]12[O:19][C@H:18]1[CH2:17][O:16][CH2:15]2. (2) Given the product [C:33]([N:15]1[C:16]2[C:21](=[CH:20][C:19]([C:24]3[CH:25]=[N:26][N:27]([CH:29]4[CH2:32][O:31][CH2:30]4)[CH:28]=3)=[CH:18][CH:17]=2)[N:22]([C:7]([Cl:10])=[O:6])[CH2:23][C@@H:14]1[CH3:13])(=[O:35])[CH3:34], predict the reactants needed to synthesize it. The reactants are: ClC(Cl)(OC(=O)[O:6][C:7]([Cl:10])(Cl)Cl)Cl.[CH3:13][C@H:14]1[CH2:23][NH:22][C:21]2[C:16](=[CH:17][CH:18]=[C:19]([C:24]3[CH:25]=[N:26][N:27]([CH:29]4[CH2:32][O:31][CH2:30]4)[CH:28]=3)[CH:20]=2)[N:15]1[C:33](=[O:35])[CH3:34].C(N(CC)C(C)C)(C)C.